Dataset: Reaction yield outcomes from USPTO patents with 853,638 reactions. Task: Predict the reaction yield, written as a fraction of the theoretical maximum amount of product (1.0 means a 100% yield; for example, 0.34 means a 34% yield). (1) The reactants are Br[CH2:2][C@@:3]([OH:20])([CH3:19])[C:4]([NH:6][C:7]1[CH:12]=[CH:11][C:10]([C:13]#[N:14])=[C:9]([C:15]([F:18])([F:17])[F:16])[CH:8]=1)=[O:5].Br[NH-].C([O-])([O-])=O.[K+].[K+].[Cl:29][C:30]1[CH:35]=[CH:34][C:33]([OH:36])=[CH:32][C:31]=1[F:37].O. The catalyst is CC(O)C. The product is [Cl:29][C:30]1[CH:35]=[CH:34][C:33]([O:36][CH2:2][C@@:3]([OH:20])([CH3:19])[C:4]([NH:6][C:7]2[CH:12]=[CH:11][C:10]([C:13]#[N:14])=[C:9]([C:15]([F:18])([F:17])[F:16])[CH:8]=2)=[O:5])=[CH:32][C:31]=1[F:37]. The yield is 0.705. (2) The product is [F:1][C:2]1[C:3]([F:12])=[CH:4][C:5]2[S:9][C:8](=[N:10][C:17](=[O:18])[C:16]3[CH:20]=[C:21]([O:23][C:24]([F:27])([F:26])[F:25])[CH:22]=[C:14]([CH3:13])[CH:15]=3)[N:7]([CH:29]([CH2:34][CH3:35])[C:30]([OH:32])=[O:31])[C:6]=2[CH:11]=1. No catalyst specified. The reactants are [F:1][C:2]1[C:3]([F:12])=[CH:4][C:5]2[S:9][C:8]([NH2:10])=[N:7][C:6]=2[CH:11]=1.[CH3:13][C:14]1[CH:15]=[C:16]([CH:20]=[C:21]([O:23][C:24]([F:27])([F:26])[F:25])[CH:22]=1)[C:17](Cl)=[O:18].Br[CH:29]([CH2:34][CH3:35])[C:30]([O:32]C)=[O:31].COC1C=CC2N=C(N)SC=2C=1.ClC1C=C(C=CC=1)C(Cl)=O.BrCC(OCC)=O. The yield is 0.210. (3) The yield is 0.390. The reactants are [CH3:1][O:2][C:3]([C:5]1([C:8]2[CH:13]=[CH:12][C:11]([O:14][CH3:15])=[C:10]([CH2:16]Cl)[CH:9]=2)[CH2:7][CH2:6]1)=[O:4].C([O-])([O-])=[O:19].[Na+].[Na+].Cl. The product is [CH3:1][O:2][C:3]([C:5]1([C:8]2[CH:13]=[CH:12][C:11]([O:14][CH3:15])=[C:10]([CH2:16][OH:19])[CH:9]=2)[CH2:7][CH2:6]1)=[O:4]. The catalyst is O.[N+](CCCC)(CCCC)(CCCC)CCCC.[Br-]. (4) The reactants are Cl[C:2]1[N:7]([CH2:8][CH:9]([CH3:11])[CH3:10])[C:6](=[O:12])[N:5]([CH3:13])[C:4](=[O:14])[CH:3]=1.CCOC(C)=O.O.[NH2:22][NH2:23]. The catalyst is CCO. The product is [NH:22]([C:2]1[N:7]([CH2:8][CH:9]([CH3:11])[CH3:10])[C:6](=[O:12])[N:5]([CH3:13])[C:4](=[O:14])[CH:3]=1)[NH2:23]. The yield is 1.00. (5) The reactants are [C:1]([NH:24][CH2:25][CH2:26][NH:27][P:28](=O)([O:31]C1C=CC([N+]([O-])=O)=CC=1)[O:29][CH3:30])(=[O:23])[CH2:2][CH2:3]/[CH:4]=[CH:5]\[CH2:6]/[CH:7]=[CH:8]\[CH2:9]/[CH:10]=[CH:11]\[CH2:12]/[CH:13]=[CH:14]\[CH2:15]/[CH:16]=[CH:17]\[CH2:18]/[CH:19]=[CH:20]\[CH2:21][CH3:22].C([Mg]Cl)(C)(C)C.[CH3:48][C:49]1[C:55](=[O:56])[NH:54][C:52](=[O:53])[N:51]([C@@H:57]2[O:61][C@H:60]([CH2:62][OH:63])[C@@H:59]([N:64]=[N+:65]=[N-:66])[CH2:58]2)[CH:50]=1. The catalyst is C1COCC1. The product is [C:1]([NH:24][CH2:25][CH2:26][NH:27][P:28](=[O:31])([O:29][CH3:30])[O:63][CH2:62][C@@H:60]1[C@@H:59]([N:64]=[N+:65]=[N-:66])[CH2:58][C@@H:57]([N:51]2[CH:50]=[C:49]([CH3:48])[C:55](=[O:56])[NH:54][C:52]2=[O:53])[O:61]1)(=[O:23])[CH2:2][CH2:3]/[CH:4]=[CH:5]\[CH2:6]/[CH:7]=[CH:8]\[CH2:9]/[CH:10]=[CH:11]\[CH2:12]/[CH:13]=[CH:14]\[CH2:15]/[CH:16]=[CH:17]\[CH2:18]/[CH:19]=[CH:20]\[CH2:21][CH3:22]. The yield is 0.160. (6) The yield is 0.449. The reactants are Cl[CH:2]([C:8]1[CH:13]=[CH:12][CH:11]=[CH:10][CH:9]=1)[C:3]([O:5][CH2:6][CH3:7])=[O:4].[F:14][C:15]1[CH:20]=[CH:19][CH:18]=[CH:17][C:16]=1[N+:21]([O-:23])=[O:22].Cl. The catalyst is CN(C=O)C.O. The product is [F:14][C:15]1[CH:20]=[C:19]([CH:2]([C:8]2[CH:13]=[CH:12][CH:11]=[CH:10][CH:9]=2)[C:3]([O:5][CH2:6][CH3:7])=[O:4])[CH:18]=[CH:17][C:16]=1[N+:21]([O-:23])=[O:22].